Dataset: Forward reaction prediction with 1.9M reactions from USPTO patents (1976-2016). Task: Predict the product of the given reaction. (1) Given the reactants [CH3:1][O:2][C:3]1[C:4]2[N:5]([N:9]=[C:10]([C:12]3([CH2:15][NH:16][C:17]([N:19]4[CH2:23][CH2:22][CH2:21][CH2:20]4)=[O:18])[CH2:14][CH2:13]3)[N:11]=2)[CH:6]=[CH:7][CH:8]=1.[I:24]N1C(=O)CCC1=O.B(F)(F)F.[O-]S([O-])(=S)=O.[Na+].[Na+], predict the reaction product. The product is: [I:24][C:6]1[N:5]2[N:9]=[C:10]([C:12]3([CH2:15][NH:16][C:17]([N:19]4[CH2:23][CH2:22][CH2:21][CH2:20]4)=[O:18])[CH2:14][CH2:13]3)[N:11]=[C:4]2[C:3]([O:2][CH3:1])=[CH:8][CH:7]=1. (2) Given the reactants [Br:1][CH2:2][C:3](Br)=[O:4].FC(F)(F)C(O)=O.[CH3:13][CH:14]([O:16][C:17]1[CH:24]=[CH:23][C:22]([C:25]2[O:29][N:28]=[C:27]([C:30]3[CH:40]=[CH:39][C:33]4[CH2:34][CH2:35][NH:36][CH2:37][CH2:38][C:32]=4[C:31]=3[CH3:41])[N:26]=2)=[CH:21][C:18]=1[C:19]#[N:20])[CH3:15].CCN(C(C)C)C(C)C, predict the reaction product. The product is: [Br:1][CH2:2][C:3]([N:36]1[CH2:35][CH2:34][C:33]2[CH:39]=[CH:40][C:30]([C:27]3[N:26]=[C:25]([C:22]4[CH:23]=[CH:24][C:17]([O:16][CH:14]([CH3:15])[CH3:13])=[C:18]([CH:21]=4)[C:19]#[N:20])[O:29][N:28]=3)=[C:31]([CH3:41])[C:32]=2[CH2:38][CH2:37]1)=[O:4]. (3) Given the reactants N[C:2]1[CH:7]=[CH:6]N=C[CH:3]=1.Cl.C(N=[C:12]=[N:13][CH2:14][CH2:15][CH2:16][N:17]([CH2:20][CH3:21])CC)C.C([N:24]([CH2:27][CH3:28])[CH2:25][CH3:26])C.[OH2:29].CN([CH:33]=[O:34])C, predict the reaction product. The product is: [N:17]1[CH:16]=[CH:15][C:14]([NH:13][C:12]([C:3]2[C:28]3[C:26]4[C:25](=[CH:6][CH:7]=[CH:2][CH:3]=4)[NH:24][C:27]=3[C:6]([O:34][CH3:33])=[CH:7][CH:2]=2)=[O:29])=[CH:21][CH:20]=1.